The task is: Predict the reactants needed to synthesize the given product.. This data is from Full USPTO retrosynthesis dataset with 1.9M reactions from patents (1976-2016). (1) Given the product [CH:1]1([CH:4]([C:18]2[CH:22]=[CH:21][S:20][CH:19]=2)[NH:5][C:6]([C:8]2[CH:9]=[C:10]3[C:14](=[CH:15][CH:16]=2)[NH:13][N:12]=[C:11]3[C:31]2[CH:32]=[CH:33][C:34]([O:35][CH:36]3[CH2:37][CH2:38][N:39]([CH:42]=[O:43])[CH2:40][CH2:41]3)=[CH:44][CH:45]=2)=[O:7])[CH2:3][CH2:2]1, predict the reactants needed to synthesize it. The reactants are: [CH:1]1([CH:4]([C:18]2[CH:22]=[CH:21][S:20][CH:19]=2)[NH:5][C:6]([C:8]2[CH:9]=[C:10]3[C:14](=[CH:15][CH:16]=2)[NH:13][N:12]=[C:11]3I)=[O:7])[CH2:3][CH2:2]1.CC1(C)C(C)(C)OB([C:31]2[CH:45]=[CH:44][C:34]([O:35][CH:36]3[CH2:41][CH2:40][N:39]([CH:42]=[O:43])[CH2:38][CH2:37]3)=[CH:33][CH:32]=2)O1. (2) Given the product [CH3:25][N:23]1[CH:24]=[C:20]([CH2:19][OH:18])[N:21]=[C:22]1[C:26]1[CH:31]=[CH:30][CH:29]=[CH:28][CH:27]=1, predict the reactants needed to synthesize it. The reactants are: [Si]([O:18][CH2:19][C:20]1[N:21]=[C:22]([C:26]2[CH:31]=[CH:30][CH:29]=[CH:28][CH:27]=2)[N:23]([CH3:25])[CH:24]=1)(C(C)(C)C)(C1C=CC=CC=1)C1C=CC=CC=1.[F-].C([N+](CCCC)(CCCC)CCCC)CCC. (3) Given the product [CH2:3]([C:10]1([C:20]#[C:21][Si:23]([CH3:25])([CH3:24])[CH3:22])[CH2:19][CH2:18][C:13]2([O:14][CH2:15][CH2:16][O:17]2)[CH2:12][CH2:11]1)[C:4]1[CH:5]=[CH:6][CH:7]=[CH:8][CH:9]=1, predict the reactants needed to synthesize it. The reactants are: C[Li].[CH2:3]([C:10]1([C:20]#[CH:21])[CH2:19][CH2:18][C:13]2([O:17][CH2:16][CH2:15][O:14]2)[CH2:12][CH2:11]1)[C:4]1[CH:9]=[CH:8][CH:7]=[CH:6][CH:5]=1.[CH3:22][Si:23](Cl)([CH3:25])[CH3:24]. (4) Given the product [CH2:1]([O:8][C:9]1[CH:10]=[C:11]([P:35]([O:42][CH2:48][CH3:49])([O:36][CH2:37][CH3:38])=[O:39])[C:12]([NH:23][C:24]([OH:26])=[O:25])=[C:13]([P:35]([O:39][CH2:40][CH3:41])([O:36][CH2:37][CH3:38])=[O:42])[CH:14]=1)[C:2]1[CH:7]=[CH:6][CH:5]=[CH:4][CH:3]=1, predict the reactants needed to synthesize it. The reactants are: [CH2:1]([O:8][C:9]1[CH:10]=[C:11](OS(C(F)(F)F)(=O)=O)[C:12]([NH:23][C:24]([OH:26])=[O:25])=[C:13](OS(C(F)(F)F)(=O)=O)[CH:14]=1)[C:2]1[CH:7]=[CH:6][CH:5]=[CH:4][CH:3]=1.[P:35]([O-:42])([O:39][CH2:40][CH3:41])[O:36][CH2:37][CH3:38].C(N([CH2:48][CH3:49])CC)C.